From a dataset of TCR-epitope binding with 47,182 pairs between 192 epitopes and 23,139 TCRs. Binary Classification. Given a T-cell receptor sequence (or CDR3 region) and an epitope sequence, predict whether binding occurs between them. (1) The epitope is FLNGSCGSV. The TCR CDR3 sequence is CASSFSGAWGDTQYF. Result: 1 (the TCR binds to the epitope). (2) The epitope is RLRAEAQVK. The TCR CDR3 sequence is CASSPQWRQHTNYGYTF. Result: 1 (the TCR binds to the epitope). (3) The epitope is LEPLVDLPI. The TCR CDR3 sequence is CASSPRGGQSSYNEQFF. Result: 1 (the TCR binds to the epitope). (4) The epitope is FTISVTTEIL. The TCR CDR3 sequence is CATSDLGLANTGELFF. Result: 0 (the TCR does not bind to the epitope). (5) The epitope is TPQDLNTML. The TCR CDR3 sequence is CASSLGYTEAFF. Result: 1 (the TCR binds to the epitope).